From a dataset of Forward reaction prediction with 1.9M reactions from USPTO patents (1976-2016). Predict the product of the given reaction. (1) Given the reactants [F:1][CH2:2][C@@H:3]([N:10]1C(=O)C2C(=CC=CC=2)C1=O)[C:4]1[CH:9]=[CH:8][CH:7]=[CH:6][CH:5]=1.NN, predict the reaction product. The product is: [F:1][CH2:2][C@H:3]([C:4]1[CH:9]=[CH:8][CH:7]=[CH:6][CH:5]=1)[NH2:10]. (2) Given the reactants COC(=O)CC1CC2C(=CC(OCC(N=C=O)OC(C)(C)C)=CC=2)NC1=O.[CH3:28][O:29][C:30](=[O:57])[CH2:31][C:32]1[C:33](=[O:56])[N:34]([CH2:54][CH3:55])[C:35]2[C:40]([CH:41]=1)=[CH:39][CH:38]=[C:37]([O:42][CH2:43][CH2:44][CH2:45][NH:46]C(OC(C)(C)C)=O)[CH:36]=2, predict the reaction product. The product is: [CH3:28][O:29][C:30](=[O:57])[CH2:31][C:32]1[C:33](=[O:56])[N:34]([CH2:54][CH3:55])[C:35]2[C:40]([CH:41]=1)=[CH:39][CH:38]=[C:37]([O:42][CH2:43][CH2:44][CH2:45][NH2:46])[CH:36]=2.